The task is: Predict the product of the given reaction.. This data is from Forward reaction prediction with 1.9M reactions from USPTO patents (1976-2016). (1) Given the reactants [CH3:1][O:2][C:3]([C:5]1([C:8]2[CH:13]=[CH:12][C:11]([OH:14])=[C:10]([OH:15])[CH:9]=2)[CH2:7][CH2:6]1)=[O:4].CC1C=[CH:19][C:20](S(O)(=O)=O)=[CH:21][CH:22]=1.C1(=O)CCC1, predict the reaction product. The product is: [C:19]12([O:14][C:11]3[CH:12]=[CH:13][C:8]([C:5]4([C:3]([O:2][CH3:1])=[O:4])[CH2:7][CH2:6]4)=[CH:9][C:10]=3[O:15]1)[CH2:20][CH2:21][CH2:22]2. (2) The product is: [CH:2]1([C:3]2[CH:4]=[C:5]([CH:8]=[CH:9][CH:10]=2)[C:6]#[N:7])[C:11]2[CH:16]=[CH:15][N:14]=[CH:13][C:12]=2[CH2:17][O:18]1. Given the reactants O[CH:2]([C:11]1[CH:16]=[CH:15][N:14]=[CH:13][C:12]=1[CH2:17][OH:18])[C:3]1[CH:4]=[C:5]([CH:8]=[CH:9][CH:10]=1)[C:6]#[N:7].S(Cl)(C1C=CC(C)=CC=1)(=O)=O.C(N(CC)CC)C, predict the reaction product. (3) Given the reactants Cl.Cl.[NH:3]1[CH2:8][CH2:7][CH:6]([N:9]2[C:17]3[C:12](=[N:13][CH:14]=[CH:15][CH:16]=3)[NH:11][C:10]2=[O:18])[CH2:5][CH2:4]1.CCN(C(C)C)C(C)C.Cl[C:29]1[N:34]=[CH:33][N:32]=[C:31]([C:35]([N:37]2[C:45]3[C:40](=[CH:41][C:42]([F:46])=[CH:43][CH:44]=3)[CH:39]=[CH:38]2)=[O:36])[CH:30]=1, predict the reaction product. The product is: [F:46][C:42]1[CH:41]=[C:40]2[C:45](=[CH:44][CH:43]=1)[N:37]([C:35]([C:31]1[N:32]=[CH:33][N:34]=[C:29]([N:3]3[CH2:4][CH2:5][CH:6]([N:9]4[C:17]5[C:12](=[N:13][CH:14]=[CH:15][CH:16]=5)[NH:11][C:10]4=[O:18])[CH2:7][CH2:8]3)[CH:30]=1)=[O:36])[CH:38]=[CH:39]2. (4) Given the reactants [C:1]([CH2:5][N:6]1[C:16]2[C:11](=[CH:12][CH:13]=[CH:14][CH:15]=2)[CH2:10][C@H:9]([NH:17][C:18]([C:20]2[NH:21][C:22]3[C:27]([CH:28]=2)=[CH:26][C:25]([Cl:29])=[CH:24][CH:23]=3)=[O:19])[C:7]1=[O:8])([O:3]C)=O.[NH3:30], predict the reaction product. The product is: [NH2:30][C:1]([CH2:5][N:6]1[C:16]2[C:11](=[CH:12][CH:13]=[CH:14][CH:15]=2)[CH2:10][C@H:9]([NH:17][C:18]([C:20]2[NH:21][C:22]3[C:27]([CH:28]=2)=[CH:26][C:25]([Cl:29])=[CH:24][CH:23]=3)=[O:19])[C:7]1=[O:8])=[O:3]. (5) Given the reactants [CH3:1][S:2]([C:5]1[CH:10]=[CH:9][C:8]([S:11][CH3:12])=[CH:7][CH:6]=1)(=[O:4])=[O:3].[Li]CCCC.B(F)(F)F.CCOCC.[O:27]1[CH:33]2[CH:28]1[CH2:29][O:30][CH2:31][CH2:32]2.[NH4+].[Cl-], predict the reaction product. The product is: [CH3:12][S:11][C:8]1[CH:9]=[CH:10][C:5]([S:2]([CH2:1][C@@H:33]2[CH2:32][CH2:31][O:30][CH2:29][C@H:28]2[OH:27])(=[O:4])=[O:3])=[CH:6][CH:7]=1. (6) Given the reactants Br[C:2]1[CH:7]=[CH:6][C:5]([F:8])=[C:4]([Cl:9])[CH:3]=1.[Mg].II.[C:13]([N:20]1[CH2:24][CH2:23][C:22](=[O:25])[CH2:21]1)([O:15][C:16]([CH3:19])([CH3:18])[CH3:17])=[O:14], predict the reaction product. The product is: [Cl:9][C:4]1[CH:3]=[C:2]([C:22]2([OH:25])[CH2:23][CH2:24][N:20]([C:13]([O:15][C:16]([CH3:18])([CH3:17])[CH3:19])=[O:14])[CH2:21]2)[CH:7]=[CH:6][C:5]=1[F:8]. (7) Given the reactants [OH:1][C:2]1[CH:9]=[C:8]([OH:10])[CH:7]=[CH:6][C:3]=1[CH:4]=[O:5].C(=O)([O-])[O-].[Cs+].[Cs+].Cl[CH2:18][C:19]1[CH:24]=[CH:23][CH:22]=[CH:21][N:20]=1, predict the reaction product. The product is: [OH:1][C:2]1[CH:9]=[C:8]([O:10][CH2:18][C:19]2[CH:24]=[CH:23][CH:22]=[CH:21][N:20]=2)[CH:7]=[CH:6][C:3]=1[CH:4]=[O:5].